This data is from Forward reaction prediction with 1.9M reactions from USPTO patents (1976-2016). The task is: Predict the product of the given reaction. (1) Given the reactants C(OC([N:8]1[CH2:13][CH2:12][CH:11]([C:14](=[O:29])[NH:15][CH2:16][CH:17]2[CH2:21][CH2:20][N:19](C(OC(C)(C)C)=O)[CH2:18]2)[CH2:10][CH2:9]1)=O)(C)(C)C.FC(F)(F)C(O)=O, predict the reaction product. The product is: [NH:19]1[CH2:20][CH2:21][CH:17]([CH2:16][NH:15][C:14]([CH:11]2[CH2:12][CH2:13][NH:8][CH2:9][CH2:10]2)=[O:29])[CH2:18]1. (2) Given the reactants [BrH:1].[CH3:2][S:3][C:4]1[N:9]=[C:8]([C:10]2[N:11]=[C:12]([NH2:15])[S:13][CH:14]=2)[CH:7]=[CH:6][N:5]=1.Br.C(O)(=O)C.BrBr, predict the reaction product. The product is: [Br:1][C:14]1[S:13][C:12]([NH2:15])=[N:11][C:10]=1[C:8]1[CH:7]=[CH:6][N:5]=[C:4]([S:3][CH3:2])[N:9]=1.